Dataset: Forward reaction prediction with 1.9M reactions from USPTO patents (1976-2016). Task: Predict the product of the given reaction. Given the reactants [C:1](=[O:12])(OC(Cl)(Cl)Cl)OC(Cl)(Cl)Cl.[NH2:13][C:14]1[CH:15]=[C:16]([CH:35]=[CH:36][CH:37]=1)[O:17][C:18]1[CH:32]=[CH:31][C:21]2[N:22]=[C:23]([NH:25][C:26]([CH:28]3[CH2:30][CH2:29]3)=[O:27])[S:24][C:20]=2[C:19]=1[C:33]#[N:34].C(N(CC)CC)C.[F:45][C:46]([F:55])([F:54])[C:47]1[N:52]=[CH:51][C:50]([NH2:53])=[CH:49][CH:48]=1, predict the reaction product. The product is: [C:33]([C:19]1[C:20]2[S:24][C:23]([NH:25][C:26]([CH:28]3[CH2:30][CH2:29]3)=[O:27])=[N:22][C:21]=2[CH:31]=[CH:32][C:18]=1[O:17][C:16]1[CH:35]=[CH:36][CH:37]=[C:14]([NH:13][C:1](=[O:12])[NH:53][C:50]2[CH:51]=[N:52][C:47]([C:46]([F:55])([F:45])[F:54])=[CH:48][CH:49]=2)[CH:15]=1)#[N:34].